Dataset: Retrosynthesis with 50K atom-mapped reactions and 10 reaction types from USPTO. Task: Predict the reactants needed to synthesize the given product. (1) Given the product CN(C)c1ncnc2c1ncn2Cc1c(Cl)cccc1Cl, predict the reactants needed to synthesize it. The reactants are: CNC.Clc1cccc(Cl)c1Cn1cnc2c(Cl)ncnc21. (2) Given the product CCN(c1ccc(OC(F)(F)F)cc1CN1C(=O)O[C@H](c2cc(C(F)(F)F)cc(C(F)(F)F)c2)[C@@H]1C)C(=O)[C@H]1CC[C@H](CC(=O)O)CC1, predict the reactants needed to synthesize it. The reactants are: CCOC(=O)C[C@H]1CC[C@H](C(=O)N(CC)c2ccc(OC(F)(F)F)cc2CN2C(=O)O[C@H](c3cc(C(F)(F)F)cc(C(F)(F)F)c3)[C@@H]2C)CC1. (3) Given the product Nc1ccc(Oc2ncnc3cc(-c4ccccc4)[nH]c23)c(F)c1, predict the reactants needed to synthesize it. The reactants are: O=[N+]([O-])c1ccc(Oc2ncnc3cc(-c4ccccc4)[nH]c23)c(F)c1.